From a dataset of Full USPTO retrosynthesis dataset with 1.9M reactions from patents (1976-2016). Predict the reactants needed to synthesize the given product. (1) The reactants are: [C:1]([O:5][C:6]([N:8]1[CH2:12][CH2:11][CH:10]([C:13]([OH:15])=O)[CH2:9]1)=[O:7])([CH3:4])([CH3:3])[CH3:2].Cl.[CH3:17][O:18][NH:19][CH3:20].CCN(C(C)C)C(C)C.CN(C(ON1N=NC2C=CC=NC1=2)=[N+](C)C)C.F[P-](F)(F)(F)(F)F. Given the product [CH3:17][O:18][N:19]([CH3:20])[C:13]([CH:10]1[CH2:11][CH2:12][N:8]([C:6]([O:5][C:1]([CH3:2])([CH3:3])[CH3:4])=[O:7])[CH2:9]1)=[O:15], predict the reactants needed to synthesize it. (2) The reactants are: [NH2:1][C:2]1[C:11]([C:12]([NH:14][C:15]2[CH:24]=[N:23][CH:22]=[C:21]3[C:16]=2[CH2:17][CH2:18][N:19]([C:25](OC(C)(C)C)=O)[CH2:20]3)=[O:13])=[C:5]2[N:6]=[CH:7][C:8]([F:10])=[CH:9][N:4]2[N:3]=1.C(O)(=O)C.C=O.[BH-](OC(C)=O)(OC(C)=O)OC(C)=O.[Na+]. Given the product [NH2:1][C:2]1[C:11]([C:12]([NH:14][C:15]2[C:16]3[CH2:17][CH2:18][N:19]([CH3:25])[CH2:20][C:21]=3[CH:22]=[N:23][CH:24]=2)=[O:13])=[C:5]2[N:6]=[CH:7][C:8]([F:10])=[CH:9][N:4]2[N:3]=1, predict the reactants needed to synthesize it. (3) Given the product [CH3:1][C:2]1[NH:6][CH:5]=[N:4][C:3]=1[CH2:7][CH:8]1[C:17](=[O:18])[C:16]2[N:15]=[CH:14][CH:13]=[CH:12][C:11]=2[CH2:10][CH2:9]1, predict the reactants needed to synthesize it. The reactants are: [CH3:1][C:2]1[NH:6][CH:5]=[N:4][C:3]=1/[CH:7]=[C:8]1\[CH2:9][CH2:10][C:11]2[CH:12]=[CH:13][CH:14]=[N:15][C:16]=2[C:17]\1=[O:18]. (4) Given the product [F:42][C:39]1[CH:38]=[CH:37][C:36]([CH2:35][C:34]2[C:29]([N:22]3[CH2:21][C:20]4[CH:26]=[C:16]([B:11]5[O:10][C:9]([CH3:27])([CH3:8])[C:13]([CH3:14])([CH3:15])[O:12]5)[CH:17]=[CH:18][C:19]=4[O:25][CH2:24][CH2:23]3)=[N:30][CH:31]=[N:32][C:33]=2[CH3:43])=[CH:41][CH:40]=1, predict the reactants needed to synthesize it. The reactants are: FC(F)(F)C(O)=O.[CH3:8][C:9]1([CH3:27])[C:13]([CH3:15])([CH3:14])[O:12][B:11]([C:16]2[CH:17]=[CH:18][C:19]3[O:25][CH2:24][CH2:23][N:22]=[CH:21][C:20]=3[CH:26]=2)[O:10]1.Cl[C:29]1[C:34]([CH2:35][C:36]2[CH:41]=[CH:40][C:39]([F:42])=[CH:38][CH:37]=2)=[C:33]([CH3:43])[N:32]=[CH:31][N:30]=1.C(N(CC)C(C)C)(C)C. (5) Given the product [OH:35][CH2:12][CH2:11][CH2:10][C:13]1[C:14](=[O:29])[N:15]([C:19]2[CH:24]=[CH:23][C:22]([N+:25]([O-:27])=[O:26])=[CH:21][C:20]=2[CH3:28])[CH:16]=[CH:17][CH:18]=1, predict the reactants needed to synthesize it. The reactants are: C12BC(CCC1)CCC2.[CH2:10]([C:13]1[C:14](=[O:29])[N:15]([C:19]2[CH:24]=[CH:23][C:22]([N+:25]([O-:27])=[O:26])=[CH:21][C:20]=2[CH3:28])[CH:16]=[CH:17][CH:18]=1)[CH:11]=[CH2:12].[OH-].[Na+].OO.S(=O)(O)[O-:35].[Na+].